Dataset: Forward reaction prediction with 1.9M reactions from USPTO patents (1976-2016). Task: Predict the product of the given reaction. (1) Given the reactants [CH3:1][O:2][C:3]1[CH:8]=[CH:7][C:6](B(O)O)=[CH:5][CH:4]=1.Br[CH2:13][CH2:14][CH2:15][CH2:16][CH2:17][CH2:18][CH2:19][CH3:20].P([O-])([O-])([O-])=O.[K+].[K+].[K+].CN1C=CN=C1CC1N(C)C=CN=1.Cl, predict the reaction product. The product is: [CH2:13]([C:6]1[CH:7]=[CH:8][C:3]([O:2][CH3:1])=[CH:4][CH:5]=1)[CH2:14][CH2:15][CH2:16][CH2:17][CH2:18][CH2:19][CH3:20]. (2) Given the reactants [Br:1][C:2]1[CH:3]=[C:4]([CH:8]=[C:9]([I:11])[CH:10]=1)[C:5](O)=[O:6].[CH2:12]([N:14](CC)CC)C.ON1C2C=CC=CC=2N=N1.Cl.CN.Cl.CN(C)CCCN=C=NCC, predict the reaction product. The product is: [Br:1][C:2]1[CH:3]=[C:4]([CH:8]=[C:9]([I:11])[CH:10]=1)[C:5]([NH:14][CH3:12])=[O:6]. (3) The product is: [N:1]1([CH2:6][C:7]2[CH:23]=[CH:22][C:10]([CH2:11][N:12]3[CH:16]=[C:15]([C:17]([OH:19])=[O:18])[CH:14]=[N:13]3)=[CH:9][C:8]=2[O:24][CH3:25])[CH:5]=[CH:4][CH:3]=[N:2]1. Given the reactants [N:1]1([CH2:6][C:7]2[CH:23]=[CH:22][C:10]([CH2:11][N:12]3[CH:16]=[C:15]([C:17]([O:19]CC)=[O:18])[CH:14]=[N:13]3)=[CH:9][C:8]=2[O:24][CH3:25])[CH:5]=[CH:4][CH:3]=[N:2]1, predict the reaction product. (4) Given the reactants [CH3:1][O:2][C:3](=[O:36])[CH:4]([NH:6][C:7]1[CH:12]=[CH:11][C:10]([CH2:13][N:14]2[CH:18]=[C:17]([C:19]3[CH:24]=[CH:23][C:22]([Cl:25])=[CH:21][C:20]=3[Cl:26])[N:16]=[C:15]2[CH:27]=[CH:28][C:29]2[CH:34]=[CH:33][C:32](Br)=[CH:31][CH:30]=2)=[CH:9][CH:8]=1)[CH3:5].[F:37][C:38]([F:49])([F:48])[C:39]1[CH:44]=[CH:43][C:42](B(O)O)=[CH:41][CH:40]=1, predict the reaction product. The product is: [CH3:1][O:2][C:3](=[O:36])[CH:4]([NH:6][C:7]1[CH:12]=[CH:11][C:10]([CH2:13][N:14]2[CH:18]=[C:17]([C:19]3[CH:24]=[CH:23][C:22]([Cl:25])=[CH:21][C:20]=3[Cl:26])[N:16]=[C:15]2/[CH:27]=[CH:28]/[C:29]2[CH:34]=[CH:33][C:32]([C:41]3[CH:42]=[CH:43][CH:44]=[C:39]([C:38]([F:49])([F:48])[F:37])[CH:40]=3)=[CH:31][CH:30]=2)=[CH:9][CH:8]=1)[CH3:5]. (5) The product is: [C:1]1([S:7]([NH:10][C:11]2[CH:16]=[CH:15][C:14]([CH:49]=[CH:48][C:47]([OH:51])=[O:50])=[CH:13][CH:12]=2)(=[O:9])=[O:8])[CH:6]=[CH:5][CH:4]=[CH:3][CH:2]=1. Given the reactants [C:1]1([S:7]([NH:10][C:11]2[CH:16]=[CH:15][C:14](I)=[CH:13][CH:12]=2)(=[O:9])=[O:8])[CH:6]=[CH:5][CH:4]=[CH:3][CH:2]=1.C1(C)C=CC=CC=1P(C1C=CC=CC=1C)C1C=CC=CC=1C.CCN(CC)CC.[C:47]([OH:51])(=[O:50])[CH:48]=[CH2:49], predict the reaction product. (6) Given the reactants [F:1][CH:2]([F:11])[C:3](=O)[CH2:4][C:5](OCC)=[O:6].C(O)=O.[CH3:15][NH:16][NH2:17], predict the reaction product. The product is: [F:1][CH:2]([F:11])[C:3]1[CH:4]=[C:5]([OH:6])[N:16]([CH3:15])[N:17]=1.